Dataset: NCI-60 drug combinations with 297,098 pairs across 59 cell lines. Task: Regression. Given two drug SMILES strings and cell line genomic features, predict the synergy score measuring deviation from expected non-interaction effect. Drug 1: CC(CN1CC(=O)NC(=O)C1)N2CC(=O)NC(=O)C2. Drug 2: CCC1(CC2CC(C3=C(CCN(C2)C1)C4=CC=CC=C4N3)(C5=C(C=C6C(=C5)C78CCN9C7C(C=CC9)(C(C(C8N6C)(C(=O)OC)O)OC(=O)C)CC)OC)C(=O)OC)O.OS(=O)(=O)O. Cell line: SNB-19. Synergy scores: CSS=42.9, Synergy_ZIP=-3.96, Synergy_Bliss=-3.72, Synergy_Loewe=-18.4, Synergy_HSA=-1.98.